From a dataset of Full USPTO retrosynthesis dataset with 1.9M reactions from patents (1976-2016). Predict the reactants needed to synthesize the given product. (1) The reactants are: Cl[C:2]1[C:3]([C:11]([OH:13])=[O:12])=[CH:4][N:5]([CH3:10])[C:6](=[O:9])[C:7]=1[CH3:8].[Cl:14][C:15]1[CH:21]=[C:20]([I:22])[CH:19]=[CH:18][C:16]=1[NH2:17]. Given the product [Cl:14][C:15]1[CH:21]=[C:20]([I:22])[CH:19]=[CH:18][C:16]=1[NH:17][C:2]1[C:3]([C:11]([OH:13])=[O:12])=[CH:4][N:5]([CH3:10])[C:6](=[O:9])[C:7]=1[CH3:8], predict the reactants needed to synthesize it. (2) Given the product [F:1][C:2]1[CH:7]=[C:6]([F:8])[CH:5]=[CH:4][C:3]=1[C:9]1[C:10]([C:20](=[O:21])[C:22]2[CH:27]=[CH:26][C:25]([O:28][CH2:29][CH2:30][N:31]3[CH2:36][CH2:35][CH2:34][CH2:33][CH2:32]3)=[CH:24][CH:23]=2)=[C:11]2[C:16](=[CH:17][CH:18]=1)[CH:15]=[C:14]([O:19][S:38]([CH3:37])(=[O:40])=[O:39])[CH:13]=[CH:12]2, predict the reactants needed to synthesize it. The reactants are: [F:1][C:2]1[CH:7]=[C:6]([F:8])[CH:5]=[CH:4][C:3]=1[C:9]1[CH:18]=[CH:17][C:16]2[C:11](=[CH:12][CH:13]=[C:14]([OH:19])[CH:15]=2)[C:10]=1[C:20]([C:22]1[CH:27]=[CH:26][C:25]([O:28][CH2:29][CH2:30][N:31]2[CH2:36][CH2:35][CH2:34][CH2:33][CH2:32]2)=[CH:24][CH:23]=1)=[O:21].[CH3:37][S:38](Cl)(=[O:40])=[O:39].C(N(CC)CC)C.S(Cl)(Cl)(=O)=O. (3) The reactants are: [Br:1][C:2]1[CH:3]=[N:4][C:5]([OH:8])=[N:6][CH:7]=1.Cl[C:10]([F:15])([F:14])C([O-])=O.[Na+].C(=O)([O-])[O-].[K+].[K+]. Given the product [Br:1][C:2]1[CH:3]=[N:4][C:5]([O:8][CH:10]([F:15])[F:14])=[N:6][CH:7]=1, predict the reactants needed to synthesize it. (4) Given the product [Cl:1][C:2]1[C:7]([F:51])=[CH:6][CH:5]=[CH:4][C:3]=1[NH:8][C:9]1[NH:14][C:13]2=[C:15]([OH:22])[CH:16]=[C:17]([N+:19]([O-:21])=[O:20])[CH:18]=[C:12]2[S:11](=[O:24])(=[O:23])[N:10]=1, predict the reactants needed to synthesize it. The reactants are: [Cl:1][C:2]1[CH:7]=[CH:6][CH:5]=[CH:4][C:3]=1[NH:8][C:9]1[NH:14][C:13]2=[C:15]([OH:22])[CH:16]=[C:17]([N+:19]([O-:21])=[O:20])[CH:18]=[C:12]2[S:11](=[O:24])(=[O:23])[N:10]=1.COC1C2NC(=O)NS(=O)(=O)C=2C=C([N+]([O-])=O)C=1.ClC1C([F:51])=CC=CC=1N. (5) The reactants are: [OH:1][C:2]1[C:19]([N+:20]([O-:22])=[O:21])=[CH:18][C:5]2[CH2:6][CH2:7][N:8]([C:11]([O:13][C:14]([CH3:17])([CH3:16])[CH3:15])=[O:12])[CH2:9][CH2:10][C:4]=2[CH:3]=1.C1C(=O)N([Br:30])C(=O)C1. Given the product [Br:30][C:3]1[C:4]2[CH2:10][CH2:9][N:8]([C:11]([O:13][C:14]([CH3:16])([CH3:17])[CH3:15])=[O:12])[CH2:7][CH2:6][C:5]=2[CH:18]=[C:19]([N+:20]([O-:22])=[O:21])[C:2]=1[OH:1], predict the reactants needed to synthesize it. (6) Given the product [Cl:71][CH2:72][C@@H:73]([OH:80])[CH2:74][C:75]([O:77][CH2:78][CH3:79])=[O:76], predict the reactants needed to synthesize it. The reactants are: P([O-])([O-])([O-])=O.[K+].[K+].[K+].[Na+].[Cl-].O=C[C@@H]([C@H]([C@@H]([C@@H](CO)O)O)O)O.C1C=[N+]([C@@H]2O[C@H](COP(OP(OC[C@H]3O[C@@H](N4C5N=CN=C(N)C=5N=C4)[C@H](OP(O)(O)=O)[C@@H]3O)(O)=O)(O)=O)[C@@H](O)[C@H]2O)C=C(C(N)=O)C=1.[Cl:71][CH2:72][C:73](=[O:80])[CH2:74][C:75]([O:77][CH2:78][CH3:79])=[O:76].C([O-])([O-])=O.[Na+].[Na+]. (7) Given the product [Br:1][C:2]1[CH:3]=[C:4]([CH2:8][CH2:9][C:10](=[O:11])[CH3:16])[CH:5]=[CH:6][CH:7]=1, predict the reactants needed to synthesize it. The reactants are: [Br:1][C:2]1[CH:3]=[C:4]([CH2:8][CH2:9][C:10](N(OC)C)=[O:11])[CH:5]=[CH:6][CH:7]=1.[CH3:16][Mg]Br. (8) The reactants are: [F:1][C:2]1[CH:7]=[C:6]([N:8]2[CH2:13][CH2:12][CH:11]([C:14]([OH:17])([CH3:16])[CH3:15])[CH2:10][CH2:9]2)[CH:5]=[CH:4][C:3]=1[C:18]1[C:23]([C:24]([F:27])([F:26])[F:25])=[CH:22][C:21]([F:28])=[C:20]([CH2:29][O:30][C:31]2[N:36]=[CH:35][C:34]3[C@@H:37]4[C@@H:40]([C:41]([O:43]CC)=[O:42])[C@@H:38]4[CH2:39][C:33]=3[CH:32]=2)[CH:19]=1.[Li+].[OH-].O. Given the product [F:1][C:2]1[CH:7]=[C:6]([N:8]2[CH2:9][CH2:10][CH:11]([C:14]([OH:17])([CH3:16])[CH3:15])[CH2:12][CH2:13]2)[CH:5]=[CH:4][C:3]=1[C:18]1[C:23]([C:24]([F:26])([F:25])[F:27])=[CH:22][C:21]([F:28])=[C:20]([CH2:29][O:30][C:31]2[N:36]=[CH:35][C:34]3[C@@H:37]4[C@@H:40]([C:41]([OH:43])=[O:42])[C@@H:38]4[CH2:39][C:33]=3[CH:32]=2)[CH:19]=1, predict the reactants needed to synthesize it. (9) Given the product [CH2:1]([O:3][C:4](=[O:25])[C:5]1[CH:6]=[CH:7][C:8]([N:11]([CH2:26][CH3:27])[C:12]2[CH:21]=[CH:20][C:19]3[C:18]([CH3:22])=[CH:17][CH2:16][C:15]([CH3:24])([CH3:23])[C:14]=3[CH:13]=2)=[CH:9][CH:10]=1)[CH3:2], predict the reactants needed to synthesize it. The reactants are: [CH2:1]([O:3][C:4](=[O:25])[C:5]1[CH:10]=[CH:9][C:8]([NH:11][C:12]2[CH:21]=[CH:20][C:19]3[C:18]([CH3:22])=[CH:17][CH2:16][C:15]([CH3:24])([CH3:23])[C:14]=3[CH:13]=2)=[CH:7][CH:6]=1)[CH3:2].[CH:26](=O)[CH3:27].